This data is from Reaction yield outcomes from USPTO patents with 853,638 reactions. The task is: Predict the reaction yield, written as a fraction of the theoretical maximum amount of product (1.0 means a 100% yield; for example, 0.34 means a 34% yield). The reactants are [F:1][C:2]1[CH:3]=[C:4]([CH:19]=[CH:20][C:21]=1[F:22])[CH2:5][NH:6][C:7]([C:9]1[CH:14]=[C:13](Cl)[N:12]2[N:16]=[CH:17][CH:18]=[C:11]2[N:10]=1)=[O:8].[CH3:23][NH:24][CH3:25]. No catalyst specified. The product is [F:1][C:2]1[CH:3]=[C:4]([CH:19]=[CH:20][C:21]=1[F:22])[CH2:5][NH:6][C:7]([C:9]1[CH:14]=[C:13]([N:24]([CH3:25])[CH3:23])[N:12]2[N:16]=[CH:17][CH:18]=[C:11]2[N:10]=1)=[O:8]. The yield is 0.830.